This data is from Reaction yield outcomes from USPTO patents with 853,638 reactions. The task is: Predict the reaction yield, written as a fraction of the theoretical maximum amount of product (1.0 means a 100% yield; for example, 0.34 means a 34% yield). The reactants are [C:1]([C:5]1[CH:10]=[C:9]([F:11])[C:8]([N+:12]([O-])=O)=[CH:7][C:6]=1[OH:15])([CH3:4])([CH3:3])[CH3:2].C([O-])=O.[NH4+]. The catalyst is CCO.[Pd]. The product is [C:1]([C:5]1[CH:10]=[C:9]([F:11])[C:8]([NH2:12])=[CH:7][C:6]=1[OH:15])([CH3:4])([CH3:2])[CH3:3]. The yield is 0.830.